Task: Predict hERG channel inhibition at various concentrations.. Dataset: hERG Central: cardiac toxicity at 1µM, 10µM, and general inhibition (1) The drug is Cc1ccc(CNC(=O)C(c2ccccc2)c2ccccc2)cc1. Results: hERG_inhib (hERG inhibition (general)): blocker. (2) The drug is CCCCCCn1c(N(CC)CC)nc2c1c(=O)[nH]c(=O)n2C. Results: hERG_inhib (hERG inhibition (general)): blocker. (3) The drug is Cc1ccc(-c2cc(-c3ccc(C)cc3)[n+](-c3ccccc3)c(-c3ccc(C)cc3)c2)cc1.[O-][Cl+3]([O-])([O-])[O-]. Results: hERG_inhib (hERG inhibition (general)): blocker. (4) The compound is CC(=O)c1cccc(NC(=O)COc2cc3oc(=O)c(CC(C)O)c(C)c3cc2Cl)c1. Results: hERG_inhib (hERG inhibition (general)): blocker. (5) The molecule is CN1C2CCC1CC(OC(c1ccccc1)c1ccccc1)C2.CS(=O)(=O)O. Results: hERG_inhib (hERG inhibition (general)): blocker. (6) The molecule is CCOc1ccc(Nc2ccc([N+](=O)[O-])c3nonc23)cc1. Results: hERG_inhib (hERG inhibition (general)): blocker. (7) The drug is c1ccc(CN2CCCC3(CCCN(Cc4nc(COc5ccccc5)no4)C3)C2)cc1. Results: hERG_inhib (hERG inhibition (general)): blocker.